From a dataset of Full USPTO retrosynthesis dataset with 1.9M reactions from patents (1976-2016). Predict the reactants needed to synthesize the given product. (1) Given the product [CH3:7][N:8]1[C:17]2[C:12](=[CH:13][C:14]([S:18]([Cl:4])(=[O:21])=[O:19])=[CH:15][CH:16]=2)[CH2:11][CH2:10][CH2:9]1, predict the reactants needed to synthesize it. The reactants are: C(Cl)(=O)C([Cl:4])=O.[CH3:7][N:8]1[C:17]2[C:12](=[CH:13][C:14]([S:18]([OH:21])(=O)=[O:19])=[CH:15][CH:16]=2)[CH2:11][CH2:10][CH2:9]1. (2) Given the product [CH2:17]([O:16][C:14]([N:11]1[CH2:12][CH2:13][C:5]2([O:4][CH2:3][C:2]3[O:1][CH:30]=[C:31]([C:32]([OH:34])=[O:33])[C:7]=3[C:6]2=[O:8])[CH2:9][CH2:10]1)=[O:15])[C:18]1[CH:23]=[CH:22][CH:21]=[CH:20][CH:19]=1, predict the reactants needed to synthesize it. The reactants are: [O:1]=[C:2]1[CH2:7][C:6](=[O:8])[C:5]2([CH2:13][CH2:12][N:11]([C:14]([O:16][CH2:17][C:18]3[CH:23]=[CH:22][CH:21]=[CH:20][CH:19]=3)=[O:15])[CH2:10][CH2:9]2)[O:4][CH2:3]1.C([O-])(O)=O.[Na+].Br[CH2:30][C:31](=O)[C:32]([OH:34])=[O:33]. (3) Given the product [CH2:1]([O:3][C:4](=[O:26])[CH2:5][C:6]1[CH:7]=[N:8][CH:9]=[C:10]([C:12]2[CH:17]=[CH:16][C:15]([C:18]([F:20])([F:19])[F:21])=[CH:14][C:13]=2[CH2:22][N:23]([CH2:24][CH3:25])[C:35](=[O:37])[CH2:34][CH2:33][C:29]2[CH:28]=[N:27][CH:32]=[CH:31][CH:30]=2)[CH:11]=1)[CH3:2], predict the reactants needed to synthesize it. The reactants are: [CH2:1]([O:3][C:4](=[O:26])[CH2:5][C:6]1[CH:7]=[N:8][CH:9]=[C:10]([C:12]2[CH:17]=[CH:16][C:15]([C:18]([F:21])([F:20])[F:19])=[CH:14][C:13]=2[CH2:22][NH:23][CH2:24][CH3:25])[CH:11]=1)[CH3:2].[N:27]1[CH:32]=[CH:31][CH:30]=[C:29]([CH2:33][CH2:34][C:35]([OH:37])=O)[CH:28]=1. (4) The reactants are: [C:1]([O:5][C:6](=[O:26])[N:7]([CH:13]1[CH:18]2[CH:14]1[CH2:15][N:16]([CH2:19][C:20]1[CH:25]=[CH:24][CH:23]=[CH:22][CH:21]=1)[CH2:17]2)[CH2:8][CH2:9][CH2:10][CH2:11]Br)(C)(C)[CH3:2].BrCCCCl.[CH2:32]([O:39][C:40]1[CH:45]=[CH:44][C:43]([CH3:46])=[CH:42][C:41]=1[CH:47]([C:52]1[CH:57]=[CH:56][CH:55]=[CH:54][CH:53]=1)[CH2:48][C:49]([OH:51])=[O:50])[C:33]1[CH:38]=[CH:37][CH:36]=[CH:35][CH:34]=1.N12CCCN=C1CCCCC2. Given the product [CH2:19]([N:16]1[CH2:15][CH:14]2[CH:18]([CH:13]2[N:7]([C:6]([O:5][CH2:1][CH3:2])=[O:26])[CH2:8][CH2:9][CH2:10][CH2:11][O:50][C:49](=[O:51])[CH2:48][CH:47]([C:41]2[CH:42]=[C:43]([CH3:46])[CH:44]=[CH:45][C:40]=2[O:39][CH2:32][C:33]2[CH:34]=[CH:35][CH:36]=[CH:37][CH:38]=2)[C:52]2[CH:57]=[CH:56][CH:55]=[CH:54][CH:53]=2)[CH2:17]1)[C:20]1[CH:21]=[CH:22][CH:23]=[CH:24][CH:25]=1, predict the reactants needed to synthesize it. (5) Given the product [CH3:45][N:46]([CH3:50])[CH2:47][CH2:48][NH:49][C:22]([C:19]1[CH:18]=[CH:17][C:16]2[C:15]3[C:14](=[C:27]([CH3:28])[NH:26][N:25]=3)[C:13](=[O:35])[N:12]([CH2:11][CH2:10][CH2:9][NH2:8])[C:21]=2[CH:20]=1)=[O:23], predict the reactants needed to synthesize it. The reactants are: C(OC([NH:8][CH2:9][CH2:10][CH2:11][N:12]1[C:21]2[CH:20]=[C:19]([C:22](O)=[O:23])[CH:18]=[CH:17][C:16]=2[C:15]2=[N:25][N:26](C3CCCCO3)[C:27]([CH3:28])=[C:14]2[C:13]1=[O:35])=O)(C)(C)C.C(N(C(C)C)CC)(C)C.[CH3:45][N:46]([CH3:50])[CH2:47][CH2:48][NH2:49].CN(C(ON1N=NC2C=CC=NC1=2)=[N+](C)C)C.F[P-](F)(F)(F)(F)F. (6) Given the product [Cl:1][C:2]1[CH:3]=[C:4]([C@@:9]23[CH2:14][C@@H:13]2[CH2:12][CH:11]([NH2:22])[CH2:10]3)[CH:5]=[CH:6][C:7]=1[Cl:8], predict the reactants needed to synthesize it. The reactants are: [Cl:1][C:2]1[CH:3]=[C:4]([C@@:9]23[CH2:14][C@@H:13]2[CH2:12][C:11](=O)[CH2:10]3)[CH:5]=[CH:6][C:7]=1[Cl:8].C([O-])(=O)C.[NH4+].C([BH3-])#[N:22].[Na+].C(OCC)(=O)C.CO.C(N(CC)CC)C. (7) Given the product [NH2:43][C:44]1[N:45]=[CH:46][C:47]([C:31]2[CH:32]=[CH:33][C:28]([C:9]3[N:8]([C:5]4[CH:6]=[CH:7][C:2]([Cl:1])=[CH:3][CH:4]=4)[C:13](=[O:14])[C:12]4[C:15]([S:24]([CH3:27])(=[O:25])=[O:26])=[N:16][N:17]([C:18]5[CH:23]=[CH:22][CH:21]=[CH:20][CH:19]=5)[C:11]=4[N:10]=3)=[CH:29][CH:30]=2)=[CH:48][CH:49]=1, predict the reactants needed to synthesize it. The reactants are: [Cl:1][C:2]1[CH:7]=[CH:6][C:5]([N:8]2[C:13](=[O:14])[C:12]3[C:15]([S:24]([CH3:27])(=[O:26])=[O:25])=[N:16][N:17]([C:18]4[CH:23]=[CH:22][CH:21]=[CH:20][CH:19]=4)[C:11]=3[N:10]=[C:9]2[C:28]2[CH:33]=[CH:32][C:31](B3OC(C)(C)C(C)(C)O3)=[CH:30][CH:29]=2)=[CH:4][CH:3]=1.[NH2:43][C:44]1[CH:49]=[CH:48][C:47](Br)=[CH:46][N:45]=1.C([O-])([O-])=O.[Cs+].[Cs+].